This data is from NCI-60 drug combinations with 297,098 pairs across 59 cell lines. The task is: Regression. Given two drug SMILES strings and cell line genomic features, predict the synergy score measuring deviation from expected non-interaction effect. Drug 1: CC1=C2C(C(=O)C3(C(CC4C(C3C(C(C2(C)C)(CC1OC(=O)C(C(C5=CC=CC=C5)NC(=O)OC(C)(C)C)O)O)OC(=O)C6=CC=CC=C6)(CO4)OC(=O)C)OC)C)OC. Drug 2: CC1=C(C=C(C=C1)NC(=O)C2=CC=C(C=C2)CN3CCN(CC3)C)NC4=NC=CC(=N4)C5=CN=CC=C5. Cell line: K-562. Synergy scores: CSS=86.0, Synergy_ZIP=5.16, Synergy_Bliss=4.10, Synergy_Loewe=4.87, Synergy_HSA=8.01.